Dataset: Full USPTO retrosynthesis dataset with 1.9M reactions from patents (1976-2016). Task: Predict the reactants needed to synthesize the given product. (1) The reactants are: [CH3:1][C:2]1[CH:10]=[CH:9][CH:8]=[C:7]([CH3:11])[C:3]=1[C:4](O)=[O:5].S(Cl)([Cl:14])=O. Given the product [CH3:1][C:2]1[CH:10]=[CH:9][CH:8]=[C:7]([CH3:11])[C:3]=1[C:4]([Cl:14])=[O:5], predict the reactants needed to synthesize it. (2) Given the product [NH2:1][C:2]1[N:7]=[C:6]([C:8]2[CH:13]=[CH:12][C:11]([Cl:14])=[CH:10][C:9]=2[F:15])[N:5]=[C:4]([C:16]([O:18][CH3:19])=[O:17])[C:3]=1[I:20], predict the reactants needed to synthesize it. The reactants are: [NH2:1][C:2]1[N:7]=[C:6]([C:8]2[CH:13]=[CH:12][C:11]([Cl:14])=[CH:10][C:9]=2[F:15])[N:5]=[C:4]([C:16]([O:18][CH3:19])=[O:17])[CH:3]=1.[I:20](O)(=O)(=O)=O.II.S([O-])([O-])=O.[Na+].[Na+]. (3) Given the product [Cl:18][C:19]1[N:20]=[C:21]([CH3:27])[NH:22][C:23]=1[C:24]([NH:9][CH2:8][C:5]1[CH:6]=[CH:7][C:2]([Cl:1])=[C:3]([O:11][C:12]2[CH:13]=[CH:14][CH:15]=[CH:16][CH:17]=2)[C:4]=1[F:10])=[O:25], predict the reactants needed to synthesize it. The reactants are: [Cl:1][C:2]1[CH:7]=[CH:6][C:5]([CH2:8][NH2:9])=[C:4]([F:10])[C:3]=1[O:11][C:12]1[CH:17]=[CH:16][CH:15]=[CH:14][CH:13]=1.[Cl:18][C:19]1[N:20]=[C:21]([CH3:27])[NH:22][C:23]=1[C:24](O)=[O:25].CN(C(ON1N=NC2C=CC=NC1=2)=[N+](C)C)C.F[P-](F)(F)(F)(F)F.CCN(C(C)C)C(C)C. (4) Given the product [CH3:34][N:35]([CH3:36])[C:1]([C:4]1[N:5]=[C:6]([CH:9]([CH2:15][C:16]2[CH:17]=[CH:18][C:19]([O:22][CH2:23][CH2:24][C:25]3[CH:30]=[CH:29][CH:28]=[C:27]([NH:31][CH3:32])[N:26]=3)=[CH:20][CH:21]=2)[CH2:10][C:11]([O:13][CH3:14])=[O:12])[O:7][CH:8]=1)=[O:3], predict the reactants needed to synthesize it. The reactants are: [C:1]([C:4]1[N:5]=[C:6]([CH:9]([CH2:15][C:16]2[CH:21]=[CH:20][C:19]([O:22][CH2:23][CH2:24][C:25]3[CH:30]=[CH:29][CH:28]=[C:27]([NH:31][CH3:32])[N:26]=3)=[CH:18][CH:17]=2)[CH2:10][C:11]([O:13][CH3:14])=[O:12])[O:7][CH:8]=1)([OH:3])=O.Cl.[CH3:34][NH:35][CH3:36].C1C=CC2N(O)N=NC=2C=1.CCN(CC)CC.C(Cl)CCl. (5) Given the product [C:1]([C:5]1[CH:9]=[C:8]([NH:10][C:11]([NH:47][C:46]2[CH:48]=[CH:49][CH:50]=[C:44]([O:43][C:31]3[C:30]4[C:35](=[CH:36][C:37]([O:38][CH2:39][CH2:40][O:41][CH3:42])=[C:28]([O:27][CH3:26])[CH:29]=4)[N:34]=[CH:33][N:32]=3)[CH:45]=2)=[O:13])[N:7]([CH2:20][C:21]([O:23][CH2:24][CH3:25])=[O:22])[N:6]=1)([CH3:2])([CH3:3])[CH3:4], predict the reactants needed to synthesize it. The reactants are: [C:1]([C:5]1[CH:9]=[C:8]([NH:10][C:11]([O:13]C2C=CC=CC=2)=O)[N:7]([CH2:20][C:21]([O:23][CH2:24][CH3:25])=[O:22])[N:6]=1)([CH3:4])([CH3:3])[CH3:2].[CH3:26][O:27][C:28]1[CH:29]=[C:30]2[C:35](=[CH:36][C:37]=1[O:38][CH2:39][CH2:40][O:41][CH3:42])[N:34]=[CH:33][N:32]=[C:31]2[O:43][C:44]1[CH:45]=[C:46]([CH:48]=[CH:49][CH:50]=1)[NH2:47].C(N(CC)C(C)C)(C)C.